This data is from Reaction yield outcomes from USPTO patents with 853,638 reactions. The task is: Predict the reaction yield, written as a fraction of the theoretical maximum amount of product (1.0 means a 100% yield; for example, 0.34 means a 34% yield). The reactants are [Br:1][C:2]1[CH:3]=[C:4]([CH:7]=[CH:8][C:9]=1F)[CH:5]=[O:6].[NH:11]1[CH2:16][CH2:15][O:14][CH2:13][CH2:12]1.C([O-])([O-])=O.[K+].[K+]. The catalyst is N1C=CC=CC=1. The product is [Br:1][C:2]1[CH:3]=[C:4]([CH:7]=[CH:8][C:9]=1[N:11]1[CH2:16][CH2:15][O:14][CH2:13][CH2:12]1)[CH:5]=[O:6]. The yield is 0.580.